Dataset: Catalyst prediction with 721,799 reactions and 888 catalyst types from USPTO. Task: Predict which catalyst facilitates the given reaction. (1) Reactant: Cl.C[O:3][C:4]([C:6]1[CH:11]=[C:10]([Cl:12])[CH:9]=[CH:8][N:7]=1)=O.CO.[CH3:15][NH2:16]. Product: [CH3:15][NH:16][C:4]([C:6]1[CH:11]=[C:10]([Cl:12])[CH:9]=[CH:8][N:7]=1)=[O:3]. The catalyst class is: 7. (2) Product: [CH2:42]1[CH:40]2[CH:36]([C:13]3[O:17][N:18]=[C:19]([NH2:24])[N:14]=3)[CH2:34][N:37]([CH2:38]2)[CH2:41]1. The catalyst class is: 9. Reactant: N1CCCC(C(O)=O)C1.CN([C:13]([O:17][N:18]1N=NC2C=CC=[N:24][C:19]1=2)=[N+:14](C)C)C.F[P-](F)(F)(F)(F)F.[CH:34]([N:37]([CH2:41][CH3:42])[CH:38]([CH3:40])C)([CH3:36])C.C(OCC)(=O)C. (3) Product: [CH2:1]([N:8]1[C:16]2[C:11](=[CH:12][C:13]([OH:17])=[CH:14][CH:15]=2)[CH:10]=[CH:9]1)[C:2]1[CH:3]=[CH:4][CH:5]=[CH:6][CH:7]=1. Reactant: [CH2:1]([N:8]1[C:16]2[C:11](=[CH:12][C:13]([O:17]CC3C=CC=CC=3)=[CH:14][CH:15]=2)[CH:10]=[CH:9]1)[C:2]1[CH:7]=[CH:6][CH:5]=[CH:4][CH:3]=1. The catalyst class is: 45. (4) Reactant: [ClH:1].[CH3:2][C:3]1([CH2:16][C:17](=[O:39])[N:18]2[CH2:38][CH2:37][C:21]3([CH:23]([CH2:24][NH:25][C:26]([N:28]4[CH2:36][C:35]5[CH:34]=[CH:33][N:32]=[CH:31][C:30]=5[CH2:29]4)=[O:27])[CH2:22]3)[CH2:20][CH2:19]2)[CH2:8][CH2:7][N:6](C(OC(C)(C)C)=O)[CH2:5][CH2:4]1. Product: [ClH:1].[CH3:2][C:3]1([CH2:16][C:17]([N:18]2[CH2:19][CH2:20][C:21]3([CH:23]([CH2:24][NH:25][C:26]([N:28]4[CH2:36][C:35]5[CH:34]=[CH:33][N:32]=[CH:31][C:30]=5[CH2:29]4)=[O:27])[CH2:22]3)[CH2:37][CH2:38]2)=[O:39])[CH2:4][CH2:5][NH:6][CH2:7][CH2:8]1. The catalyst class is: 12. (5) Reactant: [CH3:1][O:2][C:3]1[C:8]([CH2:9][N:10]2[CH2:15][CH2:14][CH:13]([CH2:16][CH2:17][C:18]3[C:19](OS(C(F)(F)F)(=O)=O)=[N:20][CH:21]=[CH:22][CH:23]=3)[CH2:12][CH2:11]2)=[CH:7][CH:6]=[CH:5][N:4]=1.C([Sn](CCCC)(CCCC)[C:37]1[S:38][CH:39]=[CH:40][N:41]=1)CCC. Product: [CH3:1][O:2][C:3]1[C:8]([CH2:9][N:10]2[CH2:11][CH2:12][CH:13]([CH2:16][CH2:17][C:18]3[C:19]([C:37]4[S:38][CH:39]=[CH:40][N:41]=4)=[N:20][CH:21]=[CH:22][CH:23]=3)[CH2:14][CH2:15]2)=[CH:7][CH:6]=[CH:5][N:4]=1. The catalyst class is: 109. (6) Reactant: [CH:1]([C:3]1[N:4]=[C:5]2[C:10]([N:11]3[CH2:16][CH2:15][O:14][CH2:13][CH2:12]3)=[N:9][CH:8]=[C:7]([C:17]3[CH:18]=[CH:19][C:20]([N:23]4[CH2:28][CH2:27][N:26]([C:29]([O:31][C:32]([CH3:35])([CH3:34])[CH3:33])=[O:30])[CH2:25][CH2:24]4)=[N:21][CH:22]=3)[N:6]2[CH:36]=1)=O.[CH3:37][C:38]1[CH:47]=[CH:46][C:45]2[C:40](=[CH:41][CH:42]=[CH:43][CH:44]=2)[N:39]=1.Cl[Si](C)(C)C.C([O-])(O)=O.[Na+]. Product: [O:14]1[CH2:15][CH2:16][N:11]([C:10]2[C:5]3[N:6]([CH:36]=[C:3](/[CH:1]=[CH:37]/[C:38]4[CH:47]=[CH:46][C:45]5[C:40](=[CH:41][CH:42]=[CH:43][CH:44]=5)[N:39]=4)[N:4]=3)[C:7]([C:17]3[CH:18]=[CH:19][C:20]([N:23]4[CH2:24][CH2:25][N:26]([C:29]([O:31][C:32]([CH3:33])([CH3:34])[CH3:35])=[O:30])[CH2:27][CH2:28]4)=[N:21][CH:22]=3)=[CH:8][N:9]=2)[CH2:12][CH2:13]1. The catalyst class is: 18. (7) Product: [F:23][C:22]1[C:16]2[O:15][CH2:14][C@H:13]([CH2:12][NH:30][CH2:28][CH3:29])[O:18][C:17]=2[CH:19]=[C:20]([S:24]([CH3:27])(=[O:25])=[O:26])[CH:21]=1. Reactant: CC1C=CC(S(O[CH2:12][C@@H:13]2[O:18][C:17]3[CH:19]=[C:20]([S:24]([CH3:27])(=[O:26])=[O:25])[CH:21]=[C:22]([F:23])[C:16]=3[O:15][CH2:14]2)(=O)=O)=CC=1.[CH2:28]([NH2:30])[CH3:29].Cl. The catalyst class is: 10.